Dataset: NCI-60 drug combinations with 297,098 pairs across 59 cell lines. Task: Regression. Given two drug SMILES strings and cell line genomic features, predict the synergy score measuring deviation from expected non-interaction effect. (1) Drug 1: CC12CCC(CC1=CCC3C2CCC4(C3CC=C4C5=CN=CC=C5)C)O. Drug 2: CC1=C(N=C(N=C1N)C(CC(=O)N)NCC(C(=O)N)N)C(=O)NC(C(C2=CN=CN2)OC3C(C(C(C(O3)CO)O)O)OC4C(C(C(C(O4)CO)O)OC(=O)N)O)C(=O)NC(C)C(C(C)C(=O)NC(C(C)O)C(=O)NCCC5=NC(=CS5)C6=NC(=CS6)C(=O)NCCC[S+](C)C)O. Cell line: SF-539. Synergy scores: CSS=3.55, Synergy_ZIP=-6.84, Synergy_Bliss=-9.96, Synergy_Loewe=-12.9, Synergy_HSA=-8.15. (2) Drug 1: C1=C(C(=O)NC(=O)N1)F. Drug 2: C#CCC(CC1=CN=C2C(=N1)C(=NC(=N2)N)N)C3=CC=C(C=C3)C(=O)NC(CCC(=O)O)C(=O)O. Cell line: HT29. Synergy scores: CSS=41.9, Synergy_ZIP=-3.86, Synergy_Bliss=-7.17, Synergy_Loewe=-3.59, Synergy_HSA=-3.12. (3) Drug 1: C1=NC2=C(N=C(N=C2N1C3C(C(C(O3)CO)O)F)Cl)N. Drug 2: C1=NC(=NC(=O)N1C2C(C(C(O2)CO)O)O)N. Cell line: SF-295. Synergy scores: CSS=16.4, Synergy_ZIP=-2.13, Synergy_Bliss=3.50, Synergy_Loewe=-1.01, Synergy_HSA=-0.749. (4) Drug 1: COC1=NC(=NC2=C1N=CN2C3C(C(C(O3)CO)O)O)N. Drug 2: C1=NNC2=C1C(=O)NC=N2. Cell line: K-562. Synergy scores: CSS=-9.18, Synergy_ZIP=3.93, Synergy_Bliss=-5.06, Synergy_Loewe=-25.7, Synergy_HSA=-20.3. (5) Drug 1: CC1=C(C(=CC=C1)Cl)NC(=O)C2=CN=C(S2)NC3=CC(=NC(=N3)C)N4CCN(CC4)CCO. Synergy scores: CSS=-4.03, Synergy_ZIP=3.65, Synergy_Bliss=2.08, Synergy_Loewe=0.564, Synergy_HSA=-1.40. Drug 2: C1CN(P(=O)(OC1)NCCCl)CCCl. Cell line: SF-539. (6) Drug 1: CCCS(=O)(=O)NC1=C(C(=C(C=C1)F)C(=O)C2=CNC3=C2C=C(C=N3)C4=CC=C(C=C4)Cl)F. Drug 2: CC=C1C(=O)NC(C(=O)OC2CC(=O)NC(C(=O)NC(CSSCCC=C2)C(=O)N1)C(C)C)C(C)C. Cell line: SK-MEL-2. Synergy scores: CSS=67.6, Synergy_ZIP=-1.77, Synergy_Bliss=-6.21, Synergy_Loewe=-68.2, Synergy_HSA=-8.28. (7) Drug 1: COC1=NC(=NC2=C1N=CN2C3C(C(C(O3)CO)O)O)N. Drug 2: CCC1=C2CN3C(=CC4=C(C3=O)COC(=O)C4(CC)O)C2=NC5=C1C=C(C=C5)O. Cell line: SF-268. Synergy scores: CSS=32.8, Synergy_ZIP=2.30, Synergy_Bliss=1.10, Synergy_Loewe=-87.6, Synergy_HSA=-9.42.